Task: Predict the product of the given reaction.. Dataset: Forward reaction prediction with 1.9M reactions from USPTO patents (1976-2016) (1) Given the reactants [CH:1]1([C:5]#[C:6][C:7]2[CH:8]=[C:9]3[C:13](=[CH:14][CH:15]=2)[N:12]([CH:16]2[CH2:21][CH2:20][CH2:19][CH2:18][O:17]2)[N:11]=[C:10]3[F:22])[CH2:4][CH2:3][CH2:2]1.[CH:23]([C:25]1[CH:30]=[CH:29][C:28](B(O)O)=[CH:27][CH:26]=1)=[O:24].I[C:35]1[CH:40]=[CH:39][CH:38]=[CH:37][CH:36]=1, predict the reaction product. The product is: [CH:1]1(/[C:5](/[C:35]2[CH:40]=[CH:39][CH:38]=[CH:37][CH:36]=2)=[C:6](/[C:28]2[CH:29]=[CH:30][C:25]([CH:23]=[O:24])=[CH:26][CH:27]=2)\[C:7]2[CH:8]=[C:9]3[C:13](=[CH:14][CH:15]=2)[N:12]([CH:16]2[CH2:21][CH2:20][CH2:19][CH2:18][O:17]2)[N:11]=[C:10]3[F:22])[CH2:2][CH2:3][CH2:4]1. (2) Given the reactants [NH2:1][C:2]1[CH:3]=[CH:4][C:5]2[S:9][C:8](=[N:10][C:11](=[O:19])[C:12]3[CH:17]=[CH:16][C:15]([CH3:18])=[CH:14][CH:13]=3)[N:7]([CH:20]([CH2:24][CH3:25])[C:21]([O-:23])=[O:22])[C:6]=2[CH:26]=1.[CH:27](N(C(C)C)CC)(C)C.CNC1(NC)C=CN=CC1.[C:46](OC(=O)C)(=[O:48])[CH3:47], predict the reaction product. The product is: [C:46]([NH:1][C:2]1[CH:3]=[CH:4][C:5]2[S:9][C:8](=[N:10][C:11](=[O:19])[C:12]3[CH:13]=[CH:14][C:15]([CH3:18])=[CH:16][CH:17]=3)[N:7]([CH:20]([CH2:24][CH3:25])[C:21]([O:23][CH3:27])=[O:22])[C:6]=2[CH:26]=1)(=[O:48])[CH3:47].